This data is from Reaction yield outcomes from USPTO patents with 853,638 reactions. The task is: Predict the reaction yield, written as a fraction of the theoretical maximum amount of product (1.0 means a 100% yield; for example, 0.34 means a 34% yield). (1) The reactants are Cl[C:2]([O:4][CH2:5][CH:6]=[CH2:7])=[O:3].[NH2:8][C@H:9]([C:13]([OH:15])=[O:14])[CH:10]([CH3:12])[CH3:11].C(=O)([O-])[O-].[K+].[K+]. The catalyst is O.C1COCC1. The product is [CH2:5]([O:4][C:2]([NH:8][C@@H:9]([CH:10]([CH3:12])[CH3:11])[C:13]([OH:15])=[O:14])=[O:3])[CH:6]=[CH2:7]. The yield is 1.00. (2) The reactants are [C:1](#[N:4])[CH:2]=[CH2:3].[CH2:5]([NH2:8])[CH2:6][NH2:7]. The catalyst is O. The product is [CH2:5]([N:8]([CH2:3][CH2:2][C:1]#[N:4])[CH2:3][CH2:2][C:1]#[N:4])[CH2:6][N:7]([CH2:3][CH2:2][C:1]#[N:4])[CH2:3][CH2:2][C:1]#[N:4]. The yield is 0.764. (3) The reactants are Br[C:2]1[C:3]([N:25]2[CH2:30][CH2:29][CH2:28][C@@H:27]([NH:31][C:32]([O:34][C:35]([CH3:38])([CH3:37])[CH3:36])=[O:33])[CH2:26]2)=[C:4]2[C:10]([NH:11][C:12](=[O:17])[CH2:13][CH2:14][O:15][CH3:16])=[CH:9][N:8]([C:18]([O:20][C:21]([CH3:24])([CH3:23])[CH3:22])=[O:19])[C:5]2=[N:6][CH:7]=1.[CH:39]1(B(O)O)[CH2:41][CH2:40]1.C1(P(C2CCCCC2)C2CCCCC2)CCCCC1.[O-]P([O-])([O-])=O.[K+].[K+].[K+]. The catalyst is C1(C)C=CC=CC=1.O.CCOC(C)=O.O.C(O[Pd]OC(=O)C)(=O)C.CC#N.O. The product is [C:35]([O:34][C:32]([NH:31][C@@H:27]1[CH2:28][CH2:29][CH2:30][N:25]([C:3]2[C:2]([CH:39]3[CH2:41][CH2:40]3)=[CH:7][N:6]=[C:5]3[N:8]([C:18]([O:20][C:21]([CH3:24])([CH3:22])[CH3:23])=[O:19])[CH:9]=[C:10]([NH:11][C:12](=[O:17])[CH2:13][CH2:14][O:15][CH3:16])[C:4]=23)[CH2:26]1)=[O:33])([CH3:38])([CH3:36])[CH3:37]. The yield is 0.220.